From a dataset of Catalyst prediction with 721,799 reactions and 888 catalyst types from USPTO. Predict which catalyst facilitates the given reaction. The catalyst class is: 49. Reactant: [H-].[Na+].COP([CH2:9][C:10]([O:12][CH2:13][CH3:14])=[O:11])(OC)=O.[CH2:15]([N:22]1[CH2:26][CH2:25][C@@H:24]([NH:27][C:28]2[C:35]([F:36])=[CH:34][C:31]([CH:32]=O)=[CH:30][N:29]=2)[CH2:23]1)[C:16]1[CH:21]=[CH:20][CH:19]=[CH:18][CH:17]=1.[Na+].[Cl-]. Product: [CH2:15]([N:22]1[CH2:26][CH2:25][C@@H:24]([NH:27][C:28]2[N:29]=[CH:30][C:31](/[CH:32]=[CH:9]/[C:10]([O:12][CH2:13][CH3:14])=[O:11])=[CH:34][C:35]=2[F:36])[CH2:23]1)[C:16]1[CH:21]=[CH:20][CH:19]=[CH:18][CH:17]=1.